From a dataset of Full USPTO retrosynthesis dataset with 1.9M reactions from patents (1976-2016). Predict the reactants needed to synthesize the given product. (1) Given the product [CH2:17]([N:9]1[C:8]2[CH:3]=[C:4]([CH:14]=[O:15])[CH:5]=[CH:6][C:7]=2[O:13][CH2:12][CH2:11][CH2:10]1)[CH2:18][C:19]1[CH:24]=[CH:23][CH:22]=[CH:21][CH:20]=1, predict the reactants needed to synthesize it. The reactants are: [H-].[Na+].[CH:3]1[C:8]2[NH:9][CH2:10][CH2:11][CH2:12][O:13][C:7]=2[CH:6]=[CH:5][C:4]=1[CH:14]=[O:15].Br[CH2:17][CH2:18][C:19]1[CH:24]=[CH:23][CH:22]=[CH:21][CH:20]=1.[I-].[K+]. (2) Given the product [CH:26]([S:27]([NH:1][C:2]1[CH:17]=[CH:16][C:5]([C:6]([O:8][CH2:9][C:10]2[CH:15]=[CH:14][CH:13]=[CH:12][CH:11]=2)=[O:7])=[CH:4][CH:3]=1)(=[O:29])=[O:28])=[CH2:25], predict the reactants needed to synthesize it. The reactants are: [NH2:1][C:2]1[CH:17]=[CH:16][C:5]([C:6]([O:8][CH2:9][C:10]2[CH:15]=[CH:14][CH:13]=[CH:12][CH:11]=2)=[O:7])=[CH:4][CH:3]=1.N1C=CC=CC=1.Cl[CH2:25][CH2:26][S:27](Cl)(=[O:29])=[O:28]. (3) Given the product [CH3:1][O:2][C:3]1[CH:12]=[C:11]2[C:6]([C:7](=[O:21])[CH:8]([C:13]3[CH:18]=[CH:17][C:16]([O:19][CH3:20])=[CH:15][CH:14]=3)[CH2:9][O:10]2)=[CH:5][CH:4]=1, predict the reactants needed to synthesize it. The reactants are: [CH3:1][O:2][C:3]1[CH:12]=[C:11]2[C:6]([C:7](=[O:21])[C:8]([C:13]3[CH:18]=[CH:17][C:16]([O:19][CH3:20])=[CH:15][CH:14]=3)=[CH:9][O:10]2)=[CH:5][CH:4]=1.CC(C[AlH]CC(C)C)C. (4) Given the product [Cl:1][C:2]1[CH:3]=[CH:4][C:5]([CH:8]([C:11]2[CH:16]=[CH:15][C:14]([N+:17]([O-:19])=[O:18])=[CH:13][CH:12]=2)[C:9](=[S:21])[NH2:10])=[CH:6][CH:7]=1, predict the reactants needed to synthesize it. The reactants are: [Cl:1][C:2]1[CH:7]=[CH:6][C:5]([CH:8]([C:11]2[CH:16]=[CH:15][C:14]([N+:17]([O-:19])=[O:18])=[CH:13][CH:12]=2)[C:9]#[N:10])=[CH:4][CH:3]=1.P12(SP3(SP(SP(S3)(S1)=S)(=S)S2)=S)=[S:21].